From a dataset of Forward reaction prediction with 1.9M reactions from USPTO patents (1976-2016). Predict the product of the given reaction. (1) Given the reactants [CH3:1][O:2][C:3](=[O:12])[C:4]1[CH:9]=[C:8]([NH2:10])[CH:7]=[CH:6][C:5]=1[Cl:11].C(O)(=O)C.[N:17]([O-])=O.[Na+].O.O.Cl[Sn]Cl, predict the reaction product. The product is: [ClH:11].[CH3:1][O:2][C:3](=[O:12])[C:4]1[CH:9]=[C:8]([NH:10][NH2:17])[CH:7]=[CH:6][C:5]=1[Cl:11]. (2) Given the reactants [CH3:1][O:2][C:3]([C:5]1[CH:13]=[C:12]2[C:8]([CH:9]=[N:10][NH:11]2)=[C:7]([C:14]2[CH:19]=[CH:18][C:17]([CH3:20])=[CH:16][N:15]=2)[CH:6]=1)=[O:4].I[C:22]1[CH:27]=[CH:26][CH:25]=[CH:24][CH:23]=1.CN[C@H]1CCCC[C@@H]1NC.C([O-])([O-])=O.[Cs+].[Cs+], predict the reaction product. The product is: [CH3:1][O:2][C:3]([C:5]1[CH:13]=[C:12]2[C:8]([CH:9]=[N:10][N:11]2[C:22]2[CH:27]=[CH:26][CH:25]=[CH:24][CH:23]=2)=[C:7]([C:14]2[CH:19]=[CH:18][C:17]([CH3:20])=[CH:16][N:15]=2)[CH:6]=1)=[O:4].